This data is from Reaction yield outcomes from USPTO patents with 853,638 reactions. The task is: Predict the reaction yield, written as a fraction of the theoretical maximum amount of product (1.0 means a 100% yield; for example, 0.34 means a 34% yield). (1) The reactants are C1COCC1.[OH:6][C:7]1[CH:14]=[CH:13][C:10]([CH:11]=[O:12])=[CH:9][C:8]=1[CH3:15].C(=O)([O-])[O-].[K+].[K+].[C:22]([N:25]1[CH2:30][CH2:29][N:28]([C:31](=[O:34])[CH2:32]Cl)[CH2:27][CH2:26]1)(=[O:24])[CH3:23]. The catalyst is C(OCC)(=O)C. The product is [C:31]([N:28]1[CH2:29][CH2:30][N:25]([C:22]([CH2:23][O:6][C:7]2[CH:14]=[CH:13][C:10]([CH:11]=[O:12])=[CH:9][C:8]=2[CH3:15])=[O:24])[CH2:26][CH2:27]1)(=[O:34])[CH3:32]. The yield is 0.340. (2) The reactants are Cl.C(O[C:5]([C:7]1[CH:8]=[C:9]2[C:13](=[CH:14][CH:15]=1)[NH:12][N:11]=[C:10]2[C:16]1[CH:21]=[CH:20][C:19]([F:22])=[CH:18][CH:17]=1)=[NH:6])C.C([N:25](CC)CC)C.[C:30]([NH:35]N)(=O)[CH:31]([CH3:33])[CH3:32]. The catalyst is C(O)C. The product is [F:22][C:19]1[CH:20]=[CH:21][C:16]([C:10]2[C:9]3[C:13](=[CH:14][CH:15]=[C:7]([C:5]4[NH:25][C:30]([CH:31]([CH3:33])[CH3:32])=[N:35][N:6]=4)[CH:8]=3)[NH:12][N:11]=2)=[CH:17][CH:18]=1. The yield is 0.450. (3) The reactants are [F:1][C:2]1[CH:7]=[CH:6][CH:5]=[CH:4][C:3]=1[NH:8][C:9]1[O:13][C:12]([C:14]([O:16]CC)=O)=[N:11][N:10]=1.[C:19]([O:23][C:24]([N:26]1[CH2:31][CH2:30][CH:29]([NH2:32])[CH2:28][CH2:27]1)=[O:25])([CH3:22])([CH3:21])[CH3:20]. No catalyst specified. The product is [F:1][C:2]1[CH:7]=[CH:6][CH:5]=[CH:4][C:3]=1[NH:8][C:9]1[O:13][C:12]([C:14]([NH:32][CH:29]2[CH2:28][CH2:27][N:26]([C:24]([O:23][C:19]([CH3:22])([CH3:21])[CH3:20])=[O:25])[CH2:31][CH2:30]2)=[O:16])=[N:11][N:10]=1. The yield is 0.740. (4) The reactants are [NH2:1][C:2]1[C:11]2[C:6](=[C:7](Br)[CH:8]=[CH:9][CH:10]=2)[N:5]=[N:4][C:3]=1[C:13]([NH:15][CH2:16][CH2:17][CH3:18])=[O:14].[CH3:19][N:20]([CH3:30])[C:21]1[CH:22]=[C:23](B(O)O)[CH:24]=[CH:25][CH:26]=1. No catalyst specified. The product is [NH2:1][C:2]1[C:11]2[C:6](=[C:7]([C:25]3[CH:24]=[CH:23][CH:22]=[C:21]([N:20]([CH3:30])[CH3:19])[CH:26]=3)[CH:8]=[CH:9][CH:10]=2)[N:5]=[N:4][C:3]=1[C:13]([NH:15][CH2:16][CH2:17][CH3:18])=[O:14]. The yield is 0.886. (5) The reactants are Cl[C:2]1[CH:3]=[CH:4][C:5]2[C:34]3[C:10](=[C:11]4[C:31](=[CH:32][CH:33]=3)[C:15]3[N:16]=[C:17]([C@@H:19]5[CH2:23][CH2:22][CH2:21][N:20]5[C:24]([O:26][C:27]([CH3:30])([CH3:29])[CH3:28])=[O:25])[NH:18][C:14]=3[CH:13]=[CH:12]4)[O:9][CH2:8][C:6]=2[CH:7]=1.[B:35]1([B:35]2[O:39][C:38]([CH3:41])([CH3:40])[C:37]([CH3:43])([CH3:42])[O:36]2)[O:39][C:38]([CH3:41])([CH3:40])[C:37]([CH3:43])([CH3:42])[O:36]1.CC(C1C=C(C(C)C)C(C2C=CC=CC=2P(C2CCCCC2)C2CCCCC2)=C(C(C)C)C=1)C.C([O-])(=O)C.[K+]. The catalyst is O1CCOCC1.C(OCC)(=O)C.C1C=CC(/C=C/C(/C=C/C2C=CC=CC=2)=O)=CC=1.C1C=CC(/C=C/C(/C=C/C2C=CC=CC=2)=O)=CC=1.C1C=CC(/C=C/C(/C=C/C2C=CC=CC=2)=O)=CC=1.[Pd].[Pd]. The product is [CH3:42][C:37]1([CH3:43])[C:38]([CH3:41])([CH3:40])[O:39][B:35]([C:2]2[CH:3]=[CH:4][C:5]3[C:34]4[C:10](=[C:11]5[C:31](=[CH:32][CH:33]=4)[C:15]4[N:16]=[C:17]([C@@H:19]6[CH2:23][CH2:22][CH2:21][N:20]6[C:24]([O:26][C:27]([CH3:30])([CH3:29])[CH3:28])=[O:25])[NH:18][C:14]=4[CH:13]=[CH:12]5)[O:9][CH2:8][C:6]=3[CH:7]=2)[O:36]1. The yield is 0.900. (6) The reactants are C[C@@H:2]1[CH2:6][CH2:5][C:4](=[C:7]([CH3:9])C)[CH:3]1[C:10]([O:12][CH2:13]C)=[O:11].[CH2:15]=[O:16].[ClH:17]. The yield is 0.920. The catalyst is CS(C)=O.C[O-].[Na+]. The product is [Cl:17][C:2]1[CH:6]=[CH:5][C:4]([CH:3]([CH2:15][OH:16])[C:10]([O:12][CH3:13])=[O:11])=[CH:7][CH:9]=1.